From a dataset of Peptide-MHC class I binding affinity with 185,985 pairs from IEDB/IMGT. Regression. Given a peptide amino acid sequence and an MHC pseudo amino acid sequence, predict their binding affinity value. This is MHC class I binding data. (1) The peptide sequence is TAGPWHLGK. The MHC is HLA-A11:01 with pseudo-sequence HLA-A11:01. The binding affinity (normalized) is 0.613. (2) The peptide sequence is RALIKTLPRASYSSH. The MHC is HLA-B18:01 with pseudo-sequence HLA-B18:01. The binding affinity (normalized) is 0.0157. (3) The MHC is HLA-B51:01 with pseudo-sequence HLA-B51:01. The peptide sequence is RFNAIWFNH. The binding affinity (normalized) is 0.0847. (4) The peptide sequence is QLVFNSISAR. The MHC is HLA-A31:01 with pseudo-sequence HLA-A31:01. The binding affinity (normalized) is 0.565. (5) The peptide sequence is AIIDIEPDL. The MHC is HLA-A02:01 with pseudo-sequence HLA-A02:01. The binding affinity (normalized) is 0.473. (6) The peptide sequence is LLKCVSDSWL. The MHC is HLA-A68:02 with pseudo-sequence HLA-A68:02. The binding affinity (normalized) is 0.150. (7) The peptide sequence is YAMAIRQAI. The MHC is HLA-A01:01 with pseudo-sequence HLA-A01:01. The binding affinity (normalized) is 0.213. (8) The MHC is HLA-B35:01 with pseudo-sequence HLA-B35:01. The binding affinity (normalized) is 0.218. The peptide sequence is FPVKPQVPLR. (9) The MHC is Mamu-B17 with pseudo-sequence Mamu-B17. The binding affinity (normalized) is 0.138. The peptide sequence is QKLNSWDVF.